From a dataset of Catalyst prediction with 721,799 reactions and 888 catalyst types from USPTO. Predict which catalyst facilitates the given reaction. Reactant: [CH2:1]([O:8][C:9]([NH:11][C@@:12]([CH3:20])([CH2:18]I)[CH2:13][C:14]([O:16][CH3:17])=[O:15])=[O:10])[C:2]1[CH:7]=[CH:6][CH:5]=[CH:4][CH:3]=1.I[C:22]1[CH:23]=[C:24]([CH:26]=[CH:27][C:28]=1[CH3:29])[NH2:25].C1(C)C=CC=CC=1P(C1C=CC=CC=1C)C1C=CC=CC=1C. Product: [NH2:25][C:24]1[CH:23]=[CH:22][C:28]([CH3:29])=[C:27]([CH2:18][C@@:12]([NH:11][C:9]([O:8][CH2:1][C:2]2[CH:7]=[CH:6][CH:5]=[CH:4][CH:3]=2)=[O:10])([CH3:20])[CH2:13][C:14]([O:16][CH3:17])=[O:15])[CH:26]=1. The catalyst class is: 401.